This data is from Peptide-MHC class II binding affinity with 134,281 pairs from IEDB. The task is: Regression. Given a peptide amino acid sequence and an MHC pseudo amino acid sequence, predict their binding affinity value. This is MHC class II binding data. (1) The peptide sequence is EKALWIIFSQNMNIK. The MHC is DRB5_0101 with pseudo-sequence DRB5_0101. The binding affinity (normalized) is 0.290. (2) The peptide sequence is RNEVVNDVSTYASGK. The MHC is HLA-DQA10104-DQB10503 with pseudo-sequence HLA-DQA10104-DQB10503. The binding affinity (normalized) is 0.174. (3) The peptide sequence is LIINWLQEALSSASL. The MHC is HLA-DQA10301-DQB10302 with pseudo-sequence HLA-DQA10301-DQB10302. The binding affinity (normalized) is 0.632. (4) The peptide sequence is IGITDRDFI. The MHC is HLA-DQA10103-DQB10603 with pseudo-sequence HLA-DQA10103-DQB10603. The binding affinity (normalized) is 0. (5) The binding affinity (normalized) is 0.138. The MHC is HLA-DQA10501-DQB10201 with pseudo-sequence HLA-DQA10501-DQB10201. The peptide sequence is AAFNNAIKAGTGGAY. (6) The peptide sequence is QKQVQNIRYLVMAIV. The MHC is DRB1_0101 with pseudo-sequence DRB1_0101. The binding affinity (normalized) is 0.839. (7) The peptide sequence is KKEEKKESGDAASGA. The MHC is DRB1_0802 with pseudo-sequence DRB1_0802. The binding affinity (normalized) is 0.